From a dataset of Catalyst prediction with 721,799 reactions and 888 catalyst types from USPTO. Predict which catalyst facilitates the given reaction. Reactant: [F:1][C:2]1[C:11]([CH:12]([C:14]2[N:18]3[N:19]=[C:20]([C:23](=O)[CH3:24])[CH:21]=[CH:22][C:17]3=[N:16][N:15]=2)[CH3:13])=[C:10]([F:26])[CH:9]=[C:8]2[C:3]=1[CH:4]=[CH:5][CH:6]=[N:7]2.Cl.[NH2:28][O:29][CH2:30][CH2:31][OH:32].[OH-].[Na+]. Product: [OH:32][CH2:31][CH2:30][O:29]/[N:28]=[C:23](/[C:20]1[CH:21]=[CH:22][C:17]2[N:18]([C:14]([CH:12]([C:11]3[C:2]([F:1])=[C:3]4[C:8](=[CH:9][C:10]=3[F:26])[N:7]=[CH:6][CH:5]=[CH:4]4)[CH3:13])=[N:15][N:16]=2)[N:19]=1)\[CH3:24]. The catalyst class is: 5.